From a dataset of Blood-brain barrier permeability classification from the B3DB database. Regression/Classification. Given a drug SMILES string, predict its absorption, distribution, metabolism, or excretion properties. Task type varies by dataset: regression for continuous measurements (e.g., permeability, clearance, half-life) or binary classification for categorical outcomes (e.g., BBB penetration, CYP inhibition). Dataset: b3db_classification. (1) The molecule is CSc1ccc2c(c1)C(N1CCN(C)CC1)Cc1ccccc1S2. The result is 1 (penetrates BBB). (2) The drug is COC(=O)C1=COC(C)C2CN3CCc4c([nH]c5ccccc45)C3CC12. The result is 1 (penetrates BBB).